Dataset: Full USPTO retrosynthesis dataset with 1.9M reactions from patents (1976-2016). Task: Predict the reactants needed to synthesize the given product. (1) Given the product [Br:28][C:3]1[C:2]2[N:1]=[CH:29][N:10]([C@H:11]([C:13]3[CH:18]=[CH:17][C:16]([F:19])=[C:15]([F:20])[CH:14]=3)[CH3:12])[C:8](=[O:9])[C:7]=2[C:6]([NH:21][CH2:22][C:23]2[S:24][CH:25]=[CH:26][CH:27]=2)=[N:5][CH:4]=1, predict the reactants needed to synthesize it. The reactants are: [NH2:1][C:2]1[C:7]([C:8]([NH:10][C@H:11]([C:13]2[CH:18]=[CH:17][C:16]([F:19])=[C:15]([F:20])[CH:14]=2)[CH3:12])=[O:9])=[C:6]([NH:21][CH2:22][C:23]2[S:24][CH:25]=[CH:26][CH:27]=2)[N:5]=[CH:4][C:3]=1[Br:28].[CH3:29]N(C=O)C.CC(N(C)C)=O. (2) Given the product [F:1][C:2]1([F:18])[CH2:7][CH2:6][C@H:5]([NH:8][C:9](=[O:15])[O:10][C:11]([CH3:14])([CH3:12])[CH3:13])[C@@H:4]([CH2:16][O:17][C:28]2[CH:27]=[CH:26][C:25]([N:23]3[CH:24]=[C:20]([CH3:19])[CH:21]=[N:22]3)=[CH:30][CH:29]=2)[CH2:3]1, predict the reactants needed to synthesize it. The reactants are: [F:1][C:2]1([F:18])[CH2:7][CH2:6][C@H:5]([NH:8][C:9](=[O:15])[O:10][C:11]([CH3:14])([CH3:13])[CH3:12])[C@@H:4]([CH2:16][OH:17])[CH2:3]1.[CH3:19][C:20]1[CH:21]=[N:22][N:23]([C:25]2[CH:30]=[CH:29][C:28](O)=[CH:27][CH:26]=2)[CH:24]=1.C1CCN(C(N=NC(N2CCCCC2)=O)=O)CC1.P(CCCC)(CCCC)CCCC.